This data is from Full USPTO retrosynthesis dataset with 1.9M reactions from patents (1976-2016). The task is: Predict the reactants needed to synthesize the given product. Given the product [O:17]=[C:11]1[NH:12][C:13](=[O:16])[CH:14]=[CH:15][N:10]1[C@@H:5]1[O:4][C@H:3]([CH2:18][O:19][C:40]2[CH:41]=[CH:42][CH:43]=[CH:27][C:28]=2[O:29][P:30](=[N:32][C:33]([CH3:39])([CH3:38])[C:34]([O:36][CH3:37])=[O:35])=[O:31])[C@@H:2]([OH:1])[C@:6]21[O:9][CH2:8][CH2:7]2, predict the reactants needed to synthesize it. The reactants are: [OH:1][C@H:2]1[C@@:6]2([O:9][CH2:8][CH2:7]2)[C@H:5]([N:10]2[CH:15]=[CH:14][C:13](=[O:16])[NH:12][C:11]2=[O:17])[O:4][C@@H:3]1[CH2:18][OH:19].CN1C=CN=C1.Cl[C:27]1[CH:43]=[CH:42][CH:41]=[CH:40][C:28]=1[O:29][P:30](=[N:32][C:33]([CH3:39])([CH3:38])[C:34]([O:36][CH3:37])=[O:35])=[O:31].